From a dataset of Catalyst prediction with 721,799 reactions and 888 catalyst types from USPTO. Predict which catalyst facilitates the given reaction. (1) Reactant: C(Cl)(=O)C(Cl)=O.[O:7]1[C:16]2[C:11](=[CH:12][CH:13]=[CH:14][CH:15]=2)[CH2:10][CH2:9][CH:8]1[C:17]([OH:19])=O.C[N:21](C)C=O. Product: [O:7]1[C:16]2[C:11](=[CH:12][CH:13]=[CH:14][CH:15]=2)[CH2:10][CH2:9][CH:8]1[C:17]([NH2:21])=[O:19]. The catalyst class is: 30. (2) Reactant: [C:1]1([C:7]2[O:8][C:9]([C:15]([F:18])([F:17])[F:16])=[C:10]([C:12]([OH:14])=O)[N:11]=2)[CH:6]=[CH:5][CH:4]=[CH:3][CH:2]=1.[CH3:19][O:20][CH2:21][CH2:22][N:23]1[C:31]2[C:26](=[CH:27][C:28]([N+:32]([O-])=O)=[CH:29][CH:30]=2)[C:25](=[O:35])[NH:24]1.COC1C=C(C=CC=1)CN1C2C(=CC(NC(C3N=C(C4C=CC=CC=4)OC=3C(F)(F)F)=O)=CC=2)C(=O)N1.CC#N. Product: [CH3:19][O:20][CH2:21][CH2:22][N:23]1[C:31]2[C:26](=[CH:27][C:28]([NH:32][C:12]([C:10]3[N:11]=[C:7]([C:1]4[CH:2]=[CH:3][CH:4]=[CH:5][CH:6]=4)[O:8][C:9]=3[C:15]([F:18])([F:17])[F:16])=[O:14])=[CH:29][CH:30]=2)[C:25](=[O:35])[NH:24]1. The catalyst class is: 2. (3) Reactant: C([Si](C)(C)[O:6][CH2:7][CH2:8][N:9]1[CH:13]=[CH:12][N:11]=[C:10]1[CH3:14])(C)(C)C. Product: [CH3:14][C:10]1[N:9]([CH2:8][CH2:7][OH:6])[CH:13]=[CH:12][N:11]=1. The catalyst class is: 33. (4) Reactant: O[N:2]1[C:6]2C=CC=CC=2N=N1.Cl.CN(C)CCCN=C=NCC.CN.[Cl:25][C:26]1[CH:31]=[CH:30][C:29]([CH:32]([C:56]2[CH:61]=[CH:60][C:59]([Cl:62])=[CH:58][CH:57]=2)[N:33]2[CH2:36][CH:35]([CH2:37][S:38]([NH:41][C:42]3[CH:43]=[C:44]([CH:53]=[CH:54][CH:55]=3)[C:45]([NH:47][C@@H:48]([CH3:52])[C:49](O)=[O:50])=[O:46])(=[O:40])=[O:39])[CH2:34]2)=[CH:28][CH:27]=1. Product: [Cl:62][C:59]1[CH:58]=[CH:57][C:56]([CH:32]([C:29]2[CH:28]=[CH:27][C:26]([Cl:25])=[CH:31][CH:30]=2)[N:33]2[CH2:36][CH:35]([CH2:37][S:38]([NH:41][C:42]3[CH:43]=[C:44]([CH:53]=[CH:54][CH:55]=3)[C:45]([NH:47][C@H:48]([C:49](=[O:50])[NH:2][CH3:6])[CH3:52])=[O:46])(=[O:40])=[O:39])[CH2:34]2)=[CH:61][CH:60]=1. The catalyst class is: 571. (5) Reactant: [OH-].[K+].[CH3:3][C:4]1[CH:25]=[CH:24][CH:23]=[CH:22][C:5]=1[C:6]([NH:8][C@H:9]1[C:17]2[C:12](=[CH:13][CH:14]=[C:15]([C:18]([O:20]C)=[O:19])[CH:16]=2)[CH2:11][CH2:10]1)=[O:7]. Product: [CH3:3][C:4]1[CH:25]=[CH:24][CH:23]=[CH:22][C:5]=1[C:6]([NH:8][C@H:9]1[C:17]2[C:12](=[CH:13][CH:14]=[C:15]([C:18]([OH:20])=[O:19])[CH:16]=2)[CH2:11][CH2:10]1)=[O:7]. The catalyst class is: 40.